This data is from Full USPTO retrosynthesis dataset with 1.9M reactions from patents (1976-2016). The task is: Predict the reactants needed to synthesize the given product. (1) Given the product [CH3:28][C:25]1[CH:26]=[CH:27][C:22]([S:19]([N:5]([C@H:6]([C:16]([OH:18])=[O:17])[CH2:7][CH2:8][CH2:9][CH2:10][NH:11][C:12]([CH2:13][NH:45][CH2:38][C:39]2[CH:44]=[CH:43][CH:42]=[CH:41][CH:40]=2)=[O:15])[CH2:1][CH:2]([CH3:4])[CH3:3])(=[O:21])=[O:20])=[CH:23][CH:24]=1, predict the reactants needed to synthesize it. The reactants are: [CH2:1]([N:5]([S:19]([C:22]1[CH:27]=[CH:26][C:25]([CH3:28])=[CH:24][CH:23]=1)(=[O:21])=[O:20])[C@H:6]([C:16]([OH:18])=[O:17])[CH2:7][CH2:8][CH2:9][CH2:10][NH:11][C:12](=[O:15])[CH2:13]I)[CH:2]([CH3:4])[CH3:3].CCN(C(C)C)C(C)C.[CH2:38]([NH2:45])[C:39]1[CH:44]=[CH:43][CH:42]=[CH:41][CH:40]=1. (2) The reactants are: [CH2:1]([O:3][C:4]([CH:6]1[CH2:11][CH2:10][N:9]([C:12]([O:14][C:15]([CH3:18])([CH3:17])[CH3:16])=[O:13])[CH2:8][CH:7]1[C:19]1[CH:24]=[CH:23][C:22]([F:25])=[C:21]([F:26])[CH:20]=1)=[O:5])C.C[O-].[Na+]. Given the product [CH3:1][O:3][C:4]([CH:6]1[CH2:11][CH2:10][N:9]([C:12]([O:14][C:15]([CH3:18])([CH3:16])[CH3:17])=[O:13])[CH2:8][CH:7]1[C:19]1[CH:24]=[CH:23][C:22]([F:25])=[C:21]([F:26])[CH:20]=1)=[O:5], predict the reactants needed to synthesize it. (3) Given the product [ClH:26].[NH2:35][C:32]1[CH:31]=[CH:30][C:29]([CH2:28][NH:27][C:20](=[O:23])[C:14]2[CH:19]=[CH:18][C:9]([O:8][CH2:6][CH:5]3[CH2:10][CH2:11][CH2:2][CH2:3][CH2:4]3)=[CH:16][CH:15]=2)=[CH:34][CH:33]=1, predict the reactants needed to synthesize it. The reactants are: O[C:2]1[CH:11]=[CH:10][C:5]([C:6]([O:8][CH3:9])=O)=[CH:4][CH:3]=1.BrC[CH:14]1[CH2:19][CH2:18]C[CH2:16][CH2:15]1.[C:20]([O-:23])([O-])=O.[K+].[K+].[ClH:26].[NH2:27][CH2:28][C:29]1[CH:34]=[CH:33][C:32]([NH:35]C(OC(C)(C)C)=O)=[CH:31][CH:30]=1.C1CCC(N=C=NC2CCCCC2)CC1.C1C=CC2N(O)N=NC=2C=1. (4) Given the product [CH3:1][O:2][C:3]([C:5]1([CH3:27])[CH2:11][CH2:10][N:9]([S:12]([C:15]2[CH:16]=[CH:17][C:18]([CH3:19])=[CH:20][CH:21]=2)(=[O:14])=[O:13])[C:8]2[CH:22]=[CH:23][CH:24]=[CH:25][C:7]=2[CH2:6]1)=[O:4], predict the reactants needed to synthesize it. The reactants are: [CH3:1][O:2][C:3]([C:5]1([CH3:27])[CH2:11][CH2:10][N:9]([S:12]([C:15]2[CH:21]=[CH:20][C:18]([CH3:19])=[CH:17][CH:16]=2)(=[O:14])=[O:13])[C:8]2[CH:22]=[CH:23][CH:24]=[CH:25][C:7]=2[C:6]1=O)=[O:4].FC(F)(F)C(O)=O.C([SiH](CC)CC)C.CS(O)(=O)=O.C(=O)([O-])O.[Na+]. (5) Given the product [CH2:30]([O:1][C:2]1[CH:3]=[C:4]2[C:8](=[CH:9][CH:10]=1)[NH:7][C:6]([C:11]([NH2:13])=[O:12])=[C:5]2[S:14]([N:17]1[CH2:22][CH2:21][O:20][CH2:19][CH2:18]1)(=[O:16])=[O:15])[CH3:31], predict the reactants needed to synthesize it. The reactants are: [OH:1][C:2]1[CH:3]=[C:4]2[C:8](=[CH:9][CH:10]=1)[NH:7][C:6]([C:11]([NH2:13])=[O:12])=[C:5]2[S:14]([N:17]1[CH2:22][CH2:21][O:20][CH2:19][CH2:18]1)(=[O:16])=[O:15].C(=O)([O-])[O-].[Cs+].[Cs+].I[CH2:30][CH3:31].O. (6) Given the product [CH2:6]([O:5][C:1](=[O:4])[CH2:2][O:3][Si:22]([CH:29]([CH3:31])[CH3:30])([CH:26]([CH3:28])[CH3:27])[CH:23]([CH3:25])[CH3:24])[C:7]1[CH:12]=[CH:11][CH:10]=[CH:9][CH:8]=1, predict the reactants needed to synthesize it. The reactants are: [C:1]([O:5][CH2:6][C:7]1[CH:12]=[CH:11][CH:10]=[CH:9][CH:8]=1)(=[O:4])[CH2:2][OH:3].C(N(C(C)C)CC)(C)C.[Si:22](OS(C(F)(F)F)(=O)=O)([CH:29]([CH3:31])[CH3:30])([CH:26]([CH3:28])[CH3:27])[CH:23]([CH3:25])[CH3:24].O. (7) Given the product [O:28]=[C:7]1[NH:6][CH2:10][C@H:9]([CH:11]([CH3:12])[CH3:13])[N:8]1[CH2:14][C:15]([NH:17][C:18]1[CH:19]=[N:20][C:21]([C:24]([F:27])([F:26])[F:25])=[CH:22][CH:23]=1)=[O:16], predict the reactants needed to synthesize it. The reactants are: COC1C=C(OC)C=CC=1C[N:6]1[CH2:10][C@H:9]([CH:11]([CH3:13])[CH3:12])[N:8]([CH2:14][C:15]([NH:17][C:18]2[CH:19]=[N:20][C:21]([C:24]([F:27])([F:26])[F:25])=[CH:22][CH:23]=2)=[O:16])[C:7]1=[O:28]. (8) Given the product [CH3:26][N:32]([CH3:31])[C@H:4]([C:18]1[CH:23]=[CH:22][CH:21]=[CH:20][CH:19]=1)[C:5]([NH:7][C:8]1[CH:9]=[C:10]2[C:15](=[CH:16][CH:17]=1)[CH:14]=[N:13][CH:12]=[CH:11]2)=[O:6], predict the reactants needed to synthesize it. The reactants are: Cl.Cl.N[C@H:4]([C:18]1[CH:23]=[CH:22][CH:21]=[CH:20][CH:19]=1)[C:5]([NH:7][C:8]1[CH:9]=[C:10]2[C:15](=[CH:16][CH:17]=1)[CH:14]=[N:13][CH:12]=[CH:11]2)=[O:6].C=O.[CH3:26]C(O)=O.[BH3-][C:31]#[N:32].[Na+]. (9) Given the product [F:25][C:26]([F:36])([F:37])[C:27]1[CH:28]=[C:29]([CH:33]=[CH:34][CH:35]=1)[C:30]([NH:1][C:2]1[CH:7]=[CH:6][C:5]([N:8]2[C:14](=[O:15])[CH2:13][C:12](=[O:16])[NH:11][C:10]3[C:17]4[C:22]([CH:23]=[CH:24][C:9]2=3)=[CH:21][CH:20]=[CH:19][CH:18]=4)=[CH:4][CH:3]=1)=[O:31], predict the reactants needed to synthesize it. The reactants are: [NH2:1][C:2]1[CH:7]=[CH:6][C:5]([N:8]2[C:14](=[O:15])[CH2:13][C:12](=[O:16])[NH:11][C:10]3[C:17]4[C:22]([CH:23]=[CH:24][C:9]2=3)=[CH:21][CH:20]=[CH:19][CH:18]=4)=[CH:4][CH:3]=1.[F:25][C:26]([F:37])([F:36])[C:27]1[CH:28]=[C:29]([CH:33]=[CH:34][CH:35]=1)[C:30](Cl)=[O:31].C(NC1C=CC(N2C(=O)CC(=O)NC3C4C(C=CC2=3)=CC=CC=4)=CC=1)(=O)C1C=CC=CC=1. (10) Given the product [C:43]([O:42][C:41]([NH:40][CH2:39][CH2:38][CH2:37][CH2:36][CH2:35]/[CH:34]=[C:11](\[O:10][Si:3]([C:6]([CH3:7])([CH3:8])[CH3:9])([CH3:4])[CH3:5])/[C:12]([O:14][CH3:15])=[O:13])=[O:47])([CH3:46])([CH3:45])[CH3:44], predict the reactants needed to synthesize it. The reactants are: [Li+].[Cl-].[Si:3]([O:10][CH:11](P(OC)(OC)=O)[C:12]([O:14][CH3:15])=[O:13])([C:6]([CH3:9])([CH3:8])[CH3:7])([CH3:5])[CH3:4].C1CCN2C(=NCCC2)CC1.O=[CH:34][CH2:35][CH2:36][CH2:37][CH2:38][CH2:39][NH:40][C:41](=[O:47])[O:42][C:43]([CH3:46])([CH3:45])[CH3:44].